This data is from Experimentally validated miRNA-target interactions with 360,000+ pairs, plus equal number of negative samples. The task is: Binary Classification. Given a miRNA mature sequence and a target amino acid sequence, predict their likelihood of interaction. (1) The miRNA is mmu-miR-3965 with sequence UGCUUAUCAGCCUGAUGUU. The protein sequence of the target gene is MEGRGPYRIYDPGGSTPLGEVSAAFERLVEENTRLKGKMQGIKMLGELLEESQMEASRLRQKAEELVKDSELSPPTSAPSLVSFDDLAELTGQDTKVQVHPATSTAATTTATATTGNSMEKPEPASKSPSNGASSDFEVVPTEEQNSPETGSHPTNMMDLGPPPPEDSNLKLHLQRLETTLSVCAEEPDHSQLFTHLGRMALEFNRLASKVHKNEQRTSILQTLCEQLRQENEALKAKLDKGLEQRDLAAERLREENTELKKLLMNSSCKEGLCGQPSSPKPEGAGKKGVAGQQQASVMA.... Result: 0 (no interaction). (2) Result: 0 (no interaction). The protein sequence of the target gene is MDPLGAPSQFVDVDTLPSWGDSCQDELNSSDTTAEIFQEDTVRSPFLYNKDVNGKVVLWKGDVALLNCTAIVNTSNESLTDKNPVSESIFMLAGPDLKEDLQKLKGCRTGEAKLTKGFNLAARFIIHTVGPKYKSRYRTAAESSLYSCYRNVLQLAKEQSMSSVGFCVINSAKRGYPLEDATHIALRTVRRFLEIHGETIEKVVFAVSDLEEGTYQKLLPLYFPRSLKEENRSLPYLPADIGNAEGEPVVPERQIRISEKPGAPEDNQEEEDEGLGVDLSFIGSHAFARMEGDIDKQRKL.... The miRNA is hsa-miR-4801 with sequence UACACAAGAAAACCAAGGCUCA.